This data is from Catalyst prediction with 721,799 reactions and 888 catalyst types from USPTO. The task is: Predict which catalyst facilitates the given reaction. (1) Reactant: Cl.CN(C)CCCN=C=NCC.[F:13][C:14]1[C:15]([C:20]([OH:22])=O)=[N:16][CH:17]=[CH:18][CH:19]=1.[NH2:23][C:24]1[N:29]=[C:28]([N:30]([CH3:38])[C:31]2[CH:36]=[CH:35][CH:34]=[C:33](C)[CH:32]=2)[N:27]=[C:26]([C:39]([NH:41]O)=[NH:40])[N:25]=1. Product: [F:13][C:14]1[C:15]([C:20]2[O:22][N:41]=[C:39]([C:26]3[N:27]=[C:28]([N:30]([CH3:38])[C:31]4[CH:36]=[CH:35][CH:34]=[CH:33][CH:32]=4)[N:29]=[C:24]([NH2:23])[N:25]=3)[N:40]=2)=[N:16][CH:17]=[CH:18][CH:19]=1. The catalyst class is: 436. (2) Reactant: [CH3:1][C:2]1[C:37]([C:38]([F:41])([F:40])[F:39])=[CH:36][CH:35]=[CH:34][C:3]=1[CH2:4][N:5]1[C:10](=[O:11])[C:9]([C:12]([NH:14][C@H:15]([C:17]([O:19]C)=[O:18])[CH3:16])=[O:13])=[CH:8][N:7]([C:21]2[CH:26]=[CH:25][C:24]([N:27]3[CH2:31][CH2:30][NH:29][C:28]3=[O:32])=[CH:23][CH:22]=2)[C:6]1=[O:33].Cl. Product: [CH3:1][C:2]1[C:37]([C:38]([F:40])([F:41])[F:39])=[CH:36][CH:35]=[CH:34][C:3]=1[CH2:4][N:5]1[C:10](=[O:11])[C:9]([C:12]([NH:14][C@H:15]([C:17]([OH:19])=[O:18])[CH3:16])=[O:13])=[CH:8][N:7]([C:21]2[CH:22]=[CH:23][C:24]([N:27]3[CH2:31][CH2:30][NH:29][C:28]3=[O:32])=[CH:25][CH:26]=2)[C:6]1=[O:33]. The catalyst class is: 86. (3) Reactant: [NH:1]1[CH:5]=[CH:4]N=C1.Cl.[CH2:7]([O:9][C:10]([C@@H:12]([NH:21][C@H:22]([C:24](Cl)=[O:25])[CH3:23])[CH2:13][CH2:14][C:15]1[CH:20]=[CH:19][CH:18]=[CH:17][CH:16]=1)=[O:11])[CH3:8].[C:27]([OH:30])(=[O:29])[CH3:28]. Product: [CH3:8][CH2:7][O:9][C:10]([C@@H:12]([NH:21][C@H:22]([C:24]([N:1]1[C@H:28]([C:27]([OH:30])=[O:29])[CH2:15][C@@H:14]2[C@@H:5]1[CH2:4][CH2:10][CH2:12][CH2:13]2)=[O:25])[CH3:23])[CH2:13][CH2:14][C:15]1[CH:20]=[CH:19][CH:18]=[CH:17][CH:16]=1)=[O:11]. The catalyst class is: 6. (4) Reactant: Cl[C:2]1[CH:3]=[C:4]([C:13]2[CH2:18][CH2:17][N:16]([C:19]([O:21][C:22]([CH3:25])([CH3:24])[CH3:23])=[O:20])[CH2:15][CH:14]=2)[CH:5]=[CH:6][C:7]=1[C:8]([O:10][CH2:11][CH3:12])=[O:9].[O:26]([C:33]1[CH:38]=[CH:37][C:36](B(O)O)=[CH:35][CH:34]=1)[C:27]1[CH:32]=[CH:31][CH:30]=[CH:29][CH:28]=1.[O-]P([O-])([O-])=O.[K+].[K+].[K+].C1(P(C2CCCCC2)C2CCCCC2)CCCCC1. Product: [CH2:11]([O:10][C:8]([C:7]1[C:2]([C:36]2[CH:37]=[CH:38][C:33]([O:26][C:27]3[CH:32]=[CH:31][CH:30]=[CH:29][CH:28]=3)=[CH:34][CH:35]=2)=[CH:3][C:4]([C:13]2[CH2:18][CH2:17][N:16]([C:19]([O:21][C:22]([CH3:25])([CH3:24])[CH3:23])=[O:20])[CH2:15][CH:14]=2)=[CH:5][CH:6]=1)=[O:9])[CH3:12]. The catalyst class is: 333. (5) Reactant: [CH2:1]([N:8]1[CH2:12][CH2:11][C:10](=[O:13])[CH2:9]1)[C:2]1[CH:7]=[CH:6][CH:5]=[CH:4][CH:3]=1.[CH3:14][Mg]Br. Product: [CH2:1]([N:8]1[CH2:12][CH2:11][C:10]([CH3:14])([OH:13])[CH2:9]1)[C:2]1[CH:3]=[CH:4][CH:5]=[CH:6][CH:7]=1. The catalyst class is: 469.